From a dataset of Reaction yield outcomes from USPTO patents with 853,638 reactions. Predict the reaction yield, written as a fraction of the theoretical maximum amount of product (1.0 means a 100% yield; for example, 0.34 means a 34% yield). (1) The product is [OH:1][C:2]1[CH:11]=[CH:10][C:5]2[C:6](=[O:9])/[C:7](=[CH:22]/[C:21]3[C:20]4[C:15](=[CH:16][CH:17]=[CH:18][CH:19]=4)[NH:14][C:13]=3[CH3:12])/[O:8][C:4]=2[CH:3]=1. The reactants are [OH:1][C:2]1[CH:11]=[CH:10][C:5]2[C:6](=[O:9])[CH2:7][O:8][C:4]=2[CH:3]=1.[CH3:12][C:13]1[NH:14][C:15]2[C:20]([C:21]=1[CH:22]=O)=[CH:19][CH:18]=[CH:17][CH:16]=2.Cl. The catalyst is C(O)C. The yield is 0.950. (2) The reactants are [NH2:1][C:2]1[N:23]=[CH:22][CH:21]=[CH:20][C:3]=1[C:4]([NH:6][CH2:7][C:8]1[S:9][C:10]([O:13][C:14]2[CH:19]=[CH:18][CH:17]=[CH:16][CH:15]=2)=[CH:11][CH:12]=1)=[O:5].CN(C)C=O.[Cl:29]N1C(=O)CCC1=O. The catalyst is C(#N)C.O.FC(F)(F)C(O)=O. The product is [NH2:1][C:2]1[N:23]=[CH:22][CH:21]=[CH:20][C:3]=1[C:4]([NH:6][CH2:7][C:8]1[S:9][C:10]([O:13][C:14]2[CH:19]=[CH:18][CH:17]=[CH:16][CH:15]=2)=[C:11]([Cl:29])[CH:12]=1)=[O:5]. The yield is 0.240. (3) The reactants are [CH2:1]([C:3]1[CH:4]=[C:5]2[C:9](=[CH:10][C:11]=1[N+:12]([O-])=O)[NH:8][CH:7]=[CH:6]2)[CH3:2]. The catalyst is [Ni]. The product is [CH2:1]([C:3]1[CH:4]=[C:5]2[C:9](=[CH:10][C:11]=1[NH2:12])[NH:8][CH:7]=[CH:6]2)[CH3:2]. The yield is 0.480. (4) The reactants are [F:1][C:2]1[CH:7]=[CH:6][C:5]([F:8])=[CH:4][C:3]=1[S:9]([NH:12][C:13]1[CH:14]=[C:15]([CH:20]=[CH:21][C:22]=1[F:23])[C:16]([O:18]C)=O)(=[O:11])=[O:10].[Li+].C[Si]([N-][Si](C)(C)C)(C)C.[Cl:34][C:35]1[N:40]=[C:39]([CH3:41])[CH:38]=[CH:37][N:36]=1. The catalyst is C1COCC1. The product is [Cl:34][C:35]1[N:40]=[C:39]([CH2:41][C:16]([C:15]2[CH:20]=[CH:21][C:22]([F:23])=[C:13]([NH:12][S:9]([C:3]3[CH:4]=[C:5]([F:8])[CH:6]=[CH:7][C:2]=3[F:1])(=[O:10])=[O:11])[CH:14]=2)=[O:18])[CH:38]=[CH:37][N:36]=1. The yield is 0.608.